From a dataset of Reaction yield outcomes from USPTO patents with 853,638 reactions. Predict the reaction yield, written as a fraction of the theoretical maximum amount of product (1.0 means a 100% yield; for example, 0.34 means a 34% yield). The reactants are C1(C)C=C(C)C=C(C)C=1Cl.[OH:11][C@H:12]([C:27]1[CH:32]=[CH:31][C:30]([O:33][CH3:34])=[CH:29][CH:28]=1)[C@H:13]([NH:16][C:17](=[O:26])[O:18][CH2:19][C:20]1[CH:25]=[CH:24][CH:23]=[CH:22][CH:21]=1)[CH2:14]O.[NH:35]1[CH2:39][CH2:38][CH2:37][CH2:36]1. The catalyst is N1C=CC=CC=1. The product is [OH:11][C@H:12]([C:27]1[CH:32]=[CH:31][C:30]([O:33][CH3:34])=[CH:29][CH:28]=1)[C@H:13]([NH:16][C:17](=[O:26])[O:18][CH2:19][C:20]1[CH:25]=[CH:24][CH:23]=[CH:22][CH:21]=1)[CH2:14][N:35]1[CH2:39][CH2:38][CH2:37][CH2:36]1. The yield is 0.660.